Dataset: Catalyst prediction with 721,799 reactions and 888 catalyst types from USPTO. Task: Predict which catalyst facilitates the given reaction. (1) Reactant: [CH3:1][N:2]([CH3:10])[C:3]1[CH:8]=[CH:7][CH:6]=[C:5]([CH3:9])[CH:4]=1.FC(F)(F)S(O[C:17]1[CH:22]=[CH:21]C=[CH:19][C:18]=1[Si](C)(C)C)(=O)=O.[F-].[K+].C1OCCOCCOCCOCCOCCOC1. Product: [CH3:1][N:2]([C:10]1[CH:21]=[CH:22][CH:17]=[CH:18][CH:19]=1)[C:3]1[CH:8]=[CH:7][CH:6]=[C:5]([CH3:9])[CH:4]=1. The catalyst class is: 1. (2) Reactant: [CH2:1]([O:8][N:9]=[CH:10][C:11]1[C:12]([F:22])=[C:13]([CH:17]=[C:18]([F:21])[C:19]=1[F:20])[C:14]([OH:16])=[O:15])[C:2]1[CH:7]=[CH:6][CH:5]=[CH:4][CH:3]=1.[CH2:23](O)[CH3:24].Cl.C(N=C=NCCCN(C)C)C. Product: [CH2:23]([O:15][C:14](=[O:16])[C:13]1[CH:17]=[C:18]([F:21])[C:19]([F:20])=[C:11]([CH:10]=[N:9][O:8][CH2:1][C:2]2[CH:3]=[CH:4][CH:5]=[CH:6][CH:7]=2)[C:12]=1[F:22])[CH3:24]. The catalyst class is: 119. (3) Reactant: [CH2:1]([O:8][N:9]1[C:15](=[O:16])[N:14]2[CH2:17][C@H:10]1[CH2:11][CH2:12][C@H:13]2[C:18]([OH:20])=O)[C:2]1[CH:7]=[CH:6][CH:5]=[CH:4][CH:3]=1.[NH2:21][O:22][CH:23]1[CH2:26][N:25]([C:27]([O:29][C:30]([CH3:33])([CH3:32])[CH3:31])=[O:28])[CH2:24]1.ON1C2C=CC=CC=2N=N1.Cl.C(N=C=NCCCN(C)C)C. Product: [CH2:1]([O:8][N:9]1[C:15](=[O:16])[N:14]2[CH2:17][C@H:10]1[CH2:11][CH2:12][C@H:13]2[C:18]([NH:21][O:22][CH:23]1[CH2:24][N:25]([C:27]([O:29][C:30]([CH3:33])([CH3:32])[CH3:31])=[O:28])[CH2:26]1)=[O:20])[C:2]1[CH:3]=[CH:4][CH:5]=[CH:6][CH:7]=1. The catalyst class is: 2. (4) Reactant: [Cl:1][C:2]1[N:7]=[C:6]([NH:8][CH2:9][C@@H:10]2[CH2:14][CH2:13][NH:12][CH2:11]2)[C:5]([Cl:15])=[CH:4][N:3]=1.C(N(CC)CC)C.[CH3:23][S:24](Cl)(=[O:26])=[O:25]. Product: [Cl:1][C:2]1[N:7]=[C:6]([NH:8][CH2:9][C@H:10]2[CH2:14][CH2:13][N:12]([S:24]([CH3:23])(=[O:26])=[O:25])[CH2:11]2)[C:5]([Cl:15])=[CH:4][N:3]=1. The catalyst class is: 4. (5) Reactant: [CH3:1][O:2][C:3]1[N:8]=[CH:7][C:6]([N:9]2[C:13]([C:14]3[CH:19]=[CH:18][CH:17]=[CH:16][CH:15]=3)=[CH:12][C:11]([C:20]([N:22]3[CH2:27][CH2:26][NH:25][CH2:24][CH2:23]3)=[O:21])=[N:10]2)=[CH:5][CH:4]=1.C(=O)([O-])[O-].[K+].[K+].[CH:34](Br)([CH3:36])[CH3:35]. Product: [CH3:1][O:2][C:3]1[N:8]=[CH:7][C:6]([N:9]2[C:13]([C:14]3[CH:15]=[CH:16][CH:17]=[CH:18][CH:19]=3)=[CH:12][C:11]([C:20]([N:22]3[CH2:27][CH2:26][N:25]([CH:34]([CH3:36])[CH3:35])[CH2:24][CH2:23]3)=[O:21])=[N:10]2)=[CH:5][CH:4]=1. The catalyst class is: 9. (6) Reactant: [NH2:1][CH2:2][C:3]1[C:8]([CH2:9][N:10]([CH3:21])[C@@H:11]2[C:20]3[C:15](=[CH:16][CH:17]=[CH:18][CH:19]=3)[CH2:14][CH2:13][CH2:12]2)=[C:7]([CH3:22])[N:6]=[C:5]([C:23]2[C:28]([CH2:29][CH3:30])=[CH:27][CH:26]=[CH:25][C:24]=2[CH2:31][CH3:32])[N:4]=1.[C:33](OC(=O)C)(=[O:35])[CH3:34]. Product: [CH2:29]([C:28]1[CH:27]=[CH:26][CH:25]=[C:24]([CH2:31][CH3:32])[C:23]=1[C:5]1[N:4]=[C:3]([CH2:2][NH:1][C:33](=[O:35])[CH3:34])[C:8]([CH2:9][N:10]([CH3:21])[C@@H:11]2[C:20]3[C:15](=[CH:16][CH:17]=[CH:18][CH:19]=3)[CH2:14][CH2:13][CH2:12]2)=[C:7]([CH3:22])[N:6]=1)[CH3:30]. The catalyst class is: 22. (7) Reactant: [CH:1]([C:4]1[C:8]([CH2:9][CH2:10][CH2:11][OH:12])=[CH:7][N:6]([C:13]2[CH:18]=[CH:17][C:16]([CH3:19])=[CH:15][N:14]=2)[N:5]=1)([CH3:3])[CH3:2].O[C:21]1[C:26]([O:27][CH3:28])=[CH:25][CH:24]=[CH:23][C:22]=1[CH2:29][C:30]([O:32]C)=[O:31].C(P(CCCC)CCCC)CCC.N(C(N1CCCCC1)=O)=NC(N1CCCCC1)=O. Product: [CH3:28][O:27][C:26]1[C:21]([O:12][CH2:11][CH2:10][CH2:9][C:8]2[C:4]([CH:1]([CH3:2])[CH3:3])=[N:5][N:6]([C:13]3[CH:18]=[CH:17][C:16]([CH3:19])=[CH:15][N:14]=3)[CH:7]=2)=[C:22]([CH2:29][C:30]([OH:32])=[O:31])[CH:23]=[CH:24][CH:25]=1. The catalyst class is: 7. (8) Reactant: [CH3:1][O:2][C:3]([C:5]1([C:8]([OH:10])=O)[CH2:7][CH2:6]1)=[O:4].C(Cl)(=O)C([Cl:14])=O. Product: [Cl:14][C:8]([C:5]1([C:3]([O:2][CH3:1])=[O:4])[CH2:7][CH2:6]1)=[O:10]. The catalyst class is: 59. (9) Reactant: [N+:1]([C:4]1[C:5]([C:15]([O:17][CH3:18])=[O:16])=[N:6][N:7]([CH:9]2[CH2:14][CH2:13][CH2:12][CH2:11][O:10]2)[CH:8]=1)([O-])=O.C([O-])=O.[NH4+]. Product: [NH2:1][C:4]1[C:5]([C:15]([O:17][CH3:18])=[O:16])=[N:6][N:7]([CH:9]2[CH2:14][CH2:13][CH2:12][CH2:11][O:10]2)[CH:8]=1. The catalyst class is: 129. (10) Reactant: [CH:1]1([N:7]2[CH2:11][C:10]([CH3:13])([CH3:12])[CH:9](OS(C3C=CC(C)=CC=3)(=O)=O)[C:8]2=[O:25])[CH2:6][CH2:5][CH2:4][CH2:3][CH2:2]1.[Cl:26][C:27]1[CH:32]=[C:31]([Cl:33])[CH:30]=[CH:29][C:28]=1[SH:34].C1CCN2C(=NCCC2)CC1. Product: [CH:1]1([N:7]2[CH2:11][C:10]([CH3:12])([CH3:13])[CH:9]([S:34][C:28]3[CH:29]=[CH:30][C:31]([Cl:33])=[CH:32][C:27]=3[Cl:26])[C:8]2=[O:25])[CH2:2][CH2:3][CH2:4][CH2:5][CH2:6]1. The catalyst class is: 3.